This data is from Reaction yield outcomes from USPTO patents with 853,638 reactions. The task is: Predict the reaction yield, written as a fraction of the theoretical maximum amount of product (1.0 means a 100% yield; for example, 0.34 means a 34% yield). (1) The reactants are [CH2:1]([C@@H:5]([C:22](=[O:29])[NH:23][CH2:24][C:25]([O:27]C)=[O:26])[NH:6][C:7](=[O:21])[CH2:8][CH2:9][CH2:10][CH2:11][CH2:12][NH:13][C:14](=[O:20])[O:15][C:16]([CH3:19])([CH3:18])[CH3:17])[CH:2]([CH3:4])[CH3:3].O[Li].O. The catalyst is C1COCC1.O. The product is [CH2:1]([C@@H:5]([C:22](=[O:29])[NH:23][CH2:24][C:25]([OH:27])=[O:26])[NH:6][C:7](=[O:21])[CH2:8][CH2:9][CH2:10][CH2:11][CH2:12][NH:13][C:14](=[O:20])[O:15][C:16]([CH3:19])([CH3:18])[CH3:17])[CH:2]([CH3:4])[CH3:3]. The yield is 0.420. (2) The reactants are [CH3:1][C:2]1[CH:10]=[CH:9][C:5]([C:6](=[S:8])[NH2:7])=[CH:4][CH:3]=1.Cl[CH:12]([C:18](=O)[CH3:19])[C:13]([O:15][CH2:16][CH3:17])=[O:14]. The catalyst is C(O)C. The product is [CH3:19][C:18]1[N:7]=[C:6]([C:5]2[CH:9]=[CH:10][C:2]([CH3:1])=[CH:3][CH:4]=2)[S:8][C:12]=1[C:13]([O:15][CH2:16][CH3:17])=[O:14]. The yield is 0.690.